From a dataset of Forward reaction prediction with 1.9M reactions from USPTO patents (1976-2016). Predict the product of the given reaction. (1) Given the reactants [NH2:1][C:2]1[C:10]2[CH2:9][CH2:8][N:7]([CH2:11][C:12]3[O:13][CH:14]=[CH:15][CH:16]=3)[C:6](=[O:17])[C:5]=2[NH:4][N:3]=1.[C:18](=[O:21])([O-])[O-].[K+].[K+].ClC[CH2:26][C:27]([N:29]1[CH2:34][CH2:33][N:32]([C:35]2[CH:40]=[CH:39][C:38]([O:41][CH3:42])=[CH:37][CH:36]=2)[CH2:31][CH2:30]1)=O, predict the reaction product. The product is: [NH2:1][C:2]1[C:10]2[CH2:9][CH2:8][N:7]([CH2:11][C:12]3[O:13][CH:14]=[CH:15][CH:16]=3)[C:6](=[O:17])[C:5]=2[N:4]([C:18](=[O:21])[CH2:26][CH2:27][N:29]2[CH2:30][CH2:31][N:32]([C:35]3[CH:40]=[CH:39][C:38]([O:41][CH3:42])=[CH:37][CH:36]=3)[CH2:33][CH2:34]2)[N:3]=1. (2) Given the reactants Br[C:2]1[C:11]2[C:6](=[CH:7][C:8]([Cl:12])=[CH:9][CH:10]=2)[C:5]([Cl:13])=[N:4][CH:3]=1.[Li]CCCC.B(OC(C)C)(OC(C)C)[O:20]C(C)C.OO.[OH-].[Na+].[O-]S([O-])=O.[Na+].[Na+], predict the reaction product. The product is: [Cl:13][C:5]1[C:6]2[C:11](=[CH:10][CH:9]=[C:8]([Cl:12])[CH:7]=2)[C:2]([OH:20])=[CH:3][N:4]=1.